The task is: Predict the reaction yield, written as a fraction of the theoretical maximum amount of product (1.0 means a 100% yield; for example, 0.34 means a 34% yield).. This data is from Reaction yield outcomes from USPTO patents with 853,638 reactions. (1) The reactants are [CH2:1]([O:3][C:4]([C:6]1[CH:10]=[C:9]([C:11](=O)/[CH:12]=[CH:13]/N(C)C)[NH:8][CH:7]=1)=[O:5])[CH3:2].[CH3:18][O:19][C:20]1[CH:25]=[C:24]([N:26]2[CH2:31][CH2:30][N:29]([CH3:32])[CH2:28][CH2:27]2)[CH:23]=[CH:22][C:21]=1[NH:33][C:34]([NH2:36])=[NH:35].C(O)C. The catalyst is O. The product is [CH2:1]([O:3][C:4]([C:6]1[CH:10]=[C:9]([C:11]2[CH:12]=[CH:13][N:36]=[C:34]([NH:33][C:21]3[CH:22]=[CH:23][C:24]([N:26]4[CH2:31][CH2:30][N:29]([CH3:32])[CH2:28][CH2:27]4)=[CH:25][C:20]=3[O:19][CH3:18])[N:35]=2)[NH:8][CH:7]=1)=[O:5])[CH3:2]. The yield is 0.570. (2) The reactants are [Br:1][C:2]1[CH:7]=[CH:6][CH:5]=[CH:4][C:3]=1[CH2:8][C:9](OC)=[O:10].[H-].[Na+].[CH:15]([O:17][CH2:18][CH3:19])=[O:16]. No catalyst specified. The product is [Br:1][C:2]1[CH:7]=[CH:6][CH:5]=[CH:4][C:3]=1[C:8](=[CH:9][OH:10])[C:15]([O:17][CH2:18][CH3:19])=[O:16]. The yield is 0.870. (3) The reactants are [CH2:1]([O:3][C:4]([C:6]1[CH:11]=[CH:10][CH:9]=[C:8](C(O)=O)[N:7]=1)=[O:5])[CH3:2].C([N:17]([CH2:20]C)CC)C.C1(P(N=[N+]=[N-])(C2C=CC=CC=2)=[O:29])C=CC=CC=1.[C:39]([OH:43])([CH3:42])([CH3:41])[CH3:40]. The catalyst is C1(C)C=CC=CC=1.C(OCC)(=O)C. The product is [CH2:1]([O:3][C:4]([C:6]1[CH:11]=[CH:10][CH:9]=[C:8]([NH:17][C:20]([O:43][C:39]([CH3:42])([CH3:41])[CH3:40])=[O:29])[N:7]=1)=[O:5])[CH3:2]. The yield is 0.780. (4) The reactants are [Cl:1][C:2]1[CH:7]=[CH:6][C:5]([N+:8]([O-:10])=[O:9])=[C:4](F)[CH:3]=1.[NH:12]1[C:20]2[C:15](=[N:16][CH:17]=[CH:18][CH:19]=2)[N:14]=[N:13]1.C(=O)([O-])[O-].[K+].[K+]. The catalyst is CN(C=O)C. The product is [Cl:1][C:2]1[CH:7]=[CH:6][C:5]([N+:8]([O-:10])=[O:9])=[C:4]([N:12]2[C:20]3[C:15](=[N:16][CH:17]=[CH:18][CH:19]=3)[N:14]=[N:13]2)[CH:3]=1. The yield is 0.550. (5) The reactants are O=[C:2]1[CH2:7][CH:6]2[CH2:8][CH:3]1[CH2:4][N:5]2[C:9]([O:11][CH2:12][C:13]1[CH:18]=[CH:17][CH:16]=[CH:15][CH:14]=1)=[O:10].[C:19]([NH:26][NH2:27])([O:21][C:22]([CH3:25])([CH3:24])[CH3:23])=[O:20].[BH3-]C#N.[Na+].C1(C)C=CC(S(O)(=O)=O)=CC=1. The catalyst is O1CCCC1. The product is [C:22]([O:21][C:19]([NH:26][NH:27][CH:2]1[CH2:7][CH:6]2[CH2:8][CH:3]1[CH2:4][N:5]2[C:9]([O:11][CH2:12][C:13]1[CH:18]=[CH:17][CH:16]=[CH:15][CH:14]=1)=[O:10])=[O:20])([CH3:25])([CH3:24])[CH3:23]. The yield is 0.537. (6) The reactants are [Br:1][CH2:2][CH2:3][CH2:4][CH2:5][CH2:6][C:7]([O-:9])=[O:8].[CH3:10]O. No catalyst specified. The product is [Br:1][CH2:2][CH2:3][CH2:4][CH2:5][CH2:6][C:7]([O:9][CH3:10])=[O:8]. The yield is 0.930.